Regression. Given two drug SMILES strings and cell line genomic features, predict the synergy score measuring deviation from expected non-interaction effect. From a dataset of NCI-60 drug combinations with 297,098 pairs across 59 cell lines. (1) Drug 1: CCC1=C2CN3C(=CC4=C(C3=O)COC(=O)C4(CC)O)C2=NC5=C1C=C(C=C5)O. Drug 2: CS(=O)(=O)CCNCC1=CC=C(O1)C2=CC3=C(C=C2)N=CN=C3NC4=CC(=C(C=C4)OCC5=CC(=CC=C5)F)Cl. Cell line: SR. Synergy scores: CSS=51.0, Synergy_ZIP=-0.224, Synergy_Bliss=-3.03, Synergy_Loewe=-30.0, Synergy_HSA=-4.22. (2) Drug 1: CCC1(CC2CC(C3=C(CCN(C2)C1)C4=CC=CC=C4N3)(C5=C(C=C6C(=C5)C78CCN9C7C(C=CC9)(C(C(C8N6C)(C(=O)OC)O)OC(=O)C)CC)OC)C(=O)OC)O.OS(=O)(=O)O. Cell line: MALME-3M. Drug 2: C(CN)CNCCSP(=O)(O)O. Synergy scores: CSS=0.709, Synergy_ZIP=3.76, Synergy_Bliss=4.93, Synergy_Loewe=1.66, Synergy_HSA=1.29. (3) Drug 1: CC12CCC(CC1=CCC3C2CCC4(C3CC=C4C5=CN=CC=C5)C)O. Drug 2: C1=NC2=C(N=C(N=C2N1C3C(C(C(O3)CO)O)O)F)N. Cell line: A549. Synergy scores: CSS=-2.88, Synergy_ZIP=-0.944, Synergy_Bliss=-4.98, Synergy_Loewe=-5.89, Synergy_HSA=-6.43. (4) Drug 2: CNC(=O)C1=CC=CC=C1SC2=CC3=C(C=C2)C(=NN3)C=CC4=CC=CC=N4. Drug 1: CCCS(=O)(=O)NC1=C(C(=C(C=C1)F)C(=O)C2=CNC3=C2C=C(C=N3)C4=CC=C(C=C4)Cl)F. Cell line: SNB-19. Synergy scores: CSS=1.56, Synergy_ZIP=0.689, Synergy_Bliss=3.69, Synergy_Loewe=-1.64, Synergy_HSA=0.808.